Task: Predict the reaction yield, written as a fraction of the theoretical maximum amount of product (1.0 means a 100% yield; for example, 0.34 means a 34% yield).. Dataset: Reaction yield outcomes from USPTO patents with 853,638 reactions The reactants are [C:1]([N:9]1[CH2:22][CH2:21][C:20]2[C:19]3[C:18]([Br:23])=[CH:17][CH:16]=[CH:15][C:14]=3[NH:13][C:12]=2[CH2:11][CH2:10]1)(=[O:8])C1C=CC=CC=1.[OH-].[K+].C(O)CO.C(OC([O:32][C:33]([CH3:36])([CH3:35])[CH3:34])=O)([O:32][C:33]([CH3:36])([CH3:35])[CH3:34])=O. The yield is 0.950. The catalyst is O1CCOCC1. The product is [C:33]([O:32][C:1]([N:9]1[CH2:22][CH2:21][C:20]2[C:19]3[C:18]([Br:23])=[CH:17][CH:16]=[CH:15][C:14]=3[NH:13][C:12]=2[CH2:11][CH2:10]1)=[O:8])([CH3:36])([CH3:35])[CH3:34].